From a dataset of Catalyst prediction with 721,799 reactions and 888 catalyst types from USPTO. Predict which catalyst facilitates the given reaction. (1) Reactant: Cl[CH:2]([C:22]1[CH:27]=[CH:26][CH:25]=[CH:24][CH:23]=1)[C:3]([C:5]1[C:13]2[C:8](=[CH:9][CH:10]=[CH:11][CH:12]=2)[N:7]([CH2:14][CH2:15][N:16]2[CH2:21][CH2:20][O:19][CH2:18][CH2:17]2)[CH:6]=1)=[O:4].[CH3:28][O:29][C:30]1[CH:35]=[CH:34][CH:33]=[C:32]([NH2:36])[CH:31]=1. Product: [CH3:28][O:29][C:30]1[CH:31]=[C:32]([NH:36][CH:2]([C:22]2[CH:27]=[CH:26][CH:25]=[CH:24][CH:23]=2)[C:3]([C:5]2[C:13]3[C:8](=[CH:9][CH:10]=[CH:11][CH:12]=3)[N:7]([CH2:14][CH2:15][N:16]3[CH2:21][CH2:20][O:19][CH2:18][CH2:17]3)[CH:6]=2)=[O:4])[CH:33]=[CH:34][CH:35]=1. The catalyst class is: 10. (2) Reactant: [CH:1]1([NH:4][C:5](=[O:14])[C:6]2[CH:11]=[CH:10][C:9]([F:12])=[C:8]([NH2:13])[CH:7]=2)[CH2:3][CH2:2]1.[CH3:15][S:16](Cl)(=[O:18])=[O:17]. Product: [CH:1]1([NH:4][C:5](=[O:14])[C:6]2[CH:11]=[CH:10][C:9]([F:12])=[C:8]([NH:13][S:16]([CH3:15])(=[O:18])=[O:17])[CH:7]=2)[CH2:2][CH2:3]1. The catalyst class is: 17.